Dataset: Catalyst prediction with 721,799 reactions and 888 catalyst types from USPTO. Task: Predict which catalyst facilitates the given reaction. (1) Reactant: [CH3:1][C@H:2]1[N:7]([S:8]([C:11]2[CH:16]=[CH:15][C:14]([C:17]#[C:18][Si](C)(C)C)=[CH:13][CH:12]=2)(=[O:10])=[O:9])[CH2:6][CH2:5][N:4]([C:23]([C:25]2[CH:30]=[CH:29][CH:28]=[CH:27][CH:26]=2)=[O:24])[CH2:3]1.C([O-])([O-])=O.[K+].[K+]. Product: [C:17]([C:14]1[CH:13]=[CH:12][C:11]([S:8]([N:7]2[CH2:6][CH2:5][N:4]([C:23]([C:25]3[CH:30]=[CH:29][CH:28]=[CH:27][CH:26]=3)=[O:24])[CH2:3][C@H:2]2[CH3:1])(=[O:10])=[O:9])=[CH:16][CH:15]=1)#[CH:18]. The catalyst class is: 5. (2) Reactant: [NH2:1][C@H:2]1[C:7]([F:9])([F:8])[CH2:6][CH2:5][CH2:4][C@H:3]1[NH:10][C:11]1[N:12]=[C:13]([NH:19][C:20]2[CH:25]=[CH:24][C:23]([O:26][CH3:27])=[CH:22][CH:21]=2)[C:14]([C:17]#[N:18])=[N:15][CH:16]=1.[OH-].[Na+].OO.CC(O)=[O:34]. Product: [NH2:1][C@H:2]1[C:7]([F:8])([F:9])[CH2:6][CH2:5][CH2:4][C@H:3]1[NH:10][C:11]1[N:12]=[C:13]([NH:19][C:20]2[CH:21]=[CH:22][C:23]([O:26][CH3:27])=[CH:24][CH:25]=2)[C:14]([C:17]([NH2:18])=[O:34])=[N:15][CH:16]=1. The catalyst class is: 593. (3) Reactant: [NH:1]1[CH:5]=[N:4][CH:3]=[N:2]1.O=P(Cl)(Cl)Cl.[I:11][C:12]1[N:13]=[C:14]([C@H:22]2[CH2:27][CH2:26][C@H:25]([C:28]([O:30][CH3:31])=[O:29])[CH2:24][CH2:23]2)[N:15]2[C:20]=1C(=O)NC=N2. Product: [NH2:1][C:5]1[C:20]2=[C:12]([I:11])[N:13]=[C:14]([C@H:22]3[CH2:23][CH2:24][C@H:25]([C:28]([O:30][CH3:31])=[O:29])[CH2:26][CH2:27]3)[N:15]2[N:2]=[CH:3][N:4]=1. The catalyst class is: 17. (4) Reactant: [CH3:1][C:2]1[N:7]=[C:6]2[S:8][C:9]3[CH2:14][CH2:13][CH2:12][CH2:11][C:10]=3[C:5]2=[C:4]([C:15]2[CH:20]=[CH:19][C:18]([CH3:21])=[CH:17][CH:16]=2)[C:3]=1[CH2:22][C:23]([O:25][CH3:26])=[O:24].[Li+].C[Si]([N-][Si](C)(C)C)(C)C.C1COCC1.Br[CH2:43][CH2:44][C:45]1[CH:50]=[CH:49][CH:48]=[CH:47][CH:46]=1. The catalyst class is: 3. Product: [CH3:1][C:2]1[N:7]=[C:6]2[S:8][C:9]3[CH2:14][CH2:13][CH2:12][CH2:11][C:10]=3[C:5]2=[C:4]([C:15]2[CH:16]=[CH:17][C:18]([CH3:21])=[CH:19][CH:20]=2)[C:3]=1[CH:22]([CH2:43][CH2:44][C:45]1[CH:50]=[CH:49][CH:48]=[CH:47][CH:46]=1)[C:23]([O:25][CH3:26])=[O:24]. (5) Reactant: [Cl:1][C:2](Cl)([Cl:16])[CH:3](OC(=O)C)[C:4]1[CH:9]=[C:8]([F:10])[CH:7]=[CH:6][C:5]=1[F:11]. Product: [Cl:16][C:2]([Cl:1])=[CH:3][C:4]1[CH:9]=[C:8]([F:10])[CH:7]=[CH:6][C:5]=1[F:11]. The catalyst class is: 183.